This data is from Forward reaction prediction with 1.9M reactions from USPTO patents (1976-2016). The task is: Predict the product of the given reaction. (1) The product is: [Cl:24][C:19]1[CH:20]=[CH:21][CH:22]=[CH:23][C:18]=1[N:10]1[C:11]([C:13]2[N:17]=[CH:16][NH:15][N:14]=2)=[CH:12][C:8]([C:6]2[CH:5]=[CH:4][N:3]=[C:2]([NH:28][C:25](=[O:27])[CH3:26])[CH:7]=2)=[N:9]1. Given the reactants Cl[C:2]1[CH:7]=[C:6]([C:8]2[CH:12]=[C:11]([C:13]3[N:17]=[CH:16][NH:15][N:14]=3)[N:10]([C:18]3[CH:23]=[CH:22][CH:21]=[CH:20][C:19]=3[Cl:24])[N:9]=2)[CH:5]=[CH:4][N:3]=1.[C:25]([NH2:28])(=[O:27])[CH3:26].CC1(C)C2C(=C(P(C3C=CC=CC=3)C3C=CC=CC=3)C=CC=2)OC2C(P(C3C=CC=CC=3)C3C=CC=CC=3)=CC=CC1=2.C(=O)([O-])[O-].[Cs+].[Cs+], predict the reaction product. (2) Given the reactants [Cl:1][C:2]1[N:7]=[C:6](Cl)[CH:5]=[C:4]([Cl:9])[N:3]=1.[Cl:10][C:11]1[CH:12]=[C:13](B(O)O)[CH:14]=[CH:15][C:16]=1[F:17].C(=O)([O-])[O-].[Na+].[Na+].C1C=CC(P(C2C=CC=CC=2)C2C=CC=CC=2)=CC=1, predict the reaction product. The product is: [Cl:1][C:2]1[N:3]=[C:4]([Cl:9])[CH:5]=[C:6]([C:13]2[CH:14]=[CH:15][C:16]([F:17])=[C:11]([Cl:10])[CH:12]=2)[N:7]=1. (3) The product is: [OH:5][C:4]1[CH:3]=[N:2][C:17]([C:19]2[CH:24]=[CH:23][CH:22]=[CH:21][CH:20]=2)=[C:15]([C:9]2[CH:14]=[CH:13][CH:12]=[CH:11][CH:10]=2)[N:6]=1. Given the reactants Cl.[NH2:2][CH2:3][C:4]([NH2:6])=[O:5].[OH-].[Na+].[C:9]1([C:15]([C:17]([C:19]2[CH:24]=[CH:23][CH:22]=[CH:21][CH:20]=2)=O)=O)[CH:14]=[CH:13][CH:12]=[CH:11][CH:10]=1.Cl, predict the reaction product.